Dataset: Catalyst prediction with 721,799 reactions and 888 catalyst types from USPTO. Task: Predict which catalyst facilitates the given reaction. (1) Reactant: [H-].[Na+].[F:3][C:4]1[CH:5]=[CH:6][C:7]([NH:10][S:11]([C:14]2[CH:19]=[CH:18][C:17]([CH3:20])=[CH:16][CH:15]=2)(=[O:13])=[O:12])=[N:8][CH:9]=1.Br[CH:22]([C:26]1[CH:31]=[CH:30][CH:29]=[CH:28][CH:27]=1)[C:23]([NH2:25])=[O:24].O. The catalyst class is: 9. Product: [F:3][C:4]1[CH:5]=[CH:6][C:7](=[N:10][S:11]([C:14]2[CH:19]=[CH:18][C:17]([CH3:20])=[CH:16][CH:15]=2)(=[O:13])=[O:12])[N:8]([CH:22]([C:26]2[CH:31]=[CH:30][CH:29]=[CH:28][CH:27]=2)[C:23]([NH2:25])=[O:24])[CH:9]=1. (2) Reactant: [OH:1][C:2]1[CH:3]=[C:4]([C:8]2[CH:9]([C:20]3[CH:25]=[CH:24][C:23]([I:26])=[CH:22][CH:21]=3)[O:10][C:11]3[C:16]([C:17]=2[CH3:18])=[CH:15][C:14]([OH:19])=[CH:13][CH:12]=3)[CH:5]=[CH:6][CH:7]=1.[C:41]1(C)[CH:42]=[CH:43]C(S([O-])(=[O:34])=[O:34])=[CH:39][CH:40]=1.[NH+]1[CH:43]=[CH:42][CH:41]=[CH:40][CH:39]=1.[O:44]1[CH:49]=[CH:48][CH2:47][CH2:46][CH2:45]1. Product: [I:26][C:23]1[CH:22]=[CH:21][C:20]([CH:9]2[C:8]([C:4]3[CH:5]=[CH:6][CH:7]=[C:2]([O:1][CH:43]4[CH2:42][CH2:41][CH2:40][CH2:39][O:34]4)[CH:3]=3)=[C:17]([CH3:18])[C:16]3[C:11](=[CH:12][CH:13]=[C:14]([O:19][CH:49]4[CH2:48][CH2:47][CH2:46][CH2:45][O:44]4)[CH:15]=3)[O:10]2)=[CH:25][CH:24]=1. The catalyst class is: 2. (3) Reactant: [OH:1][CH2:2][C:3]([F:9])([F:8])[S:4](Cl)(=[O:6])=[O:5].C(=O)([O-])O.[Na+].[OH:15][N:16]1[C:20](=[O:21])[C:19]2=[CH:22][CH:23]=[CH:24][CH:25]=[C:18]2[C:17]1=[O:26].O. Product: [F:8][C:3]([F:9])([S:4]([O:15][N:16]1[C:20](=[O:21])[C:19]2[C:18](=[CH:25][CH:24]=[CH:23][CH:22]=2)[C:17]1=[O:26])(=[O:6])=[O:5])[CH2:2][OH:1]. The catalyst class is: 10. (4) Reactant: [OH:1][CH:2]([C:12]1[CH:17]=[CH:16][C:15]([S:18][CH3:19])=[CH:14][CH:13]=1)[C:3]([C:5]1[CH:10]=[CH:9][CH:8]=[C:7]([CH3:11])[CH:6]=1)=[O:4].[Bi]=O. The catalyst class is: 15. Product: [CH3:11][C:7]1[CH:6]=[C:5]([C:3](=[O:4])[C:2]([C:12]2[CH:13]=[CH:14][C:15]([S:18][CH3:19])=[CH:16][CH:17]=2)=[O:1])[CH:10]=[CH:9][CH:8]=1. (5) Reactant: Br[C:2]1[CH:3]=[C:4]([CH:20]=[CH:21][CH:22]=1)[CH2:5][N:6]1[C:15](=[O:16])[C:14]2[C:9](=[CH:10][CH:11]=[C:12]([C:17]([O-:19])=[O:18])[CH:13]=2)[N:8]=[CH:7]1.[NH:23]1[CH2:28][CH2:27][O:26][CH2:25][CH2:24]1.C(=O)([O-])[O-].[Cs+].[Cs+].[C:35]1(P(C2C=CC=CC=2)C2C3OC4C(=CC=CC=4P(C4C=CC=CC=4)C4C=CC=CC=4)C(C)(C)C=3C=CC=2)C=CC=C[CH:36]=1. Product: [O:26]1[CH2:27][CH2:28][N:23]([C:2]2[CH:3]=[C:4]([CH:20]=[CH:21][CH:22]=2)[CH2:5][N:6]2[C:15](=[O:16])[C:14]3[C:9](=[CH:10][CH:11]=[C:12]([C:17]([O:19][CH2:35][CH3:36])=[O:18])[CH:13]=3)[N:8]=[CH:7]2)[CH2:24][CH2:25]1. The catalyst class is: 62. (6) Reactant: [O:1]([C:8]1[CH:16]=[CH:15][C:11]([C:12]([OH:14])=O)=[CH:10][CH:9]=1)[C:2]1[CH:7]=[CH:6][CH:5]=[CH:4][CH:3]=1.ON1C2C=CC=CC=2N=N1.Cl.CN(C)CCCN=C=NCC.C(N(CC)CC)C.[NH2:46][C:47]1[CH:52]=[C:51]([CH3:53])[N:50]=[C:49]([OH:54])[C:48]=1[CH2:55][NH2:56]. Product: [NH2:46][C:47]1[CH:52]=[C:51]([CH3:53])[N:50]=[C:49]([OH:54])[C:48]=1[CH2:55][NH:56][C:12](=[O:14])[C:11]1[CH:10]=[CH:9][C:8]([O:1][C:2]2[CH:3]=[CH:4][CH:5]=[CH:6][CH:7]=2)=[CH:16][CH:15]=1. The catalyst class is: 46. (7) Reactant: [CH2:1](Cl)[C:2]#[CH:3].[CH3:5][CH:6]1[CH2:11][CH2:10][CH2:9][CH2:8][NH:7]1. Product: [CH3:5][CH:6]1[CH2:11][CH2:10][CH2:9][CH2:8][N:7]1[CH2:3][C:2]#[CH:1]. The catalyst class is: 5. (8) Reactant: [CH3:1][O:2][C:3]1[CH:4]=[C:5]2[C:9](=[CH:10][C:11]=1[O:12][CH3:13])[N:8]([CH3:14])[CH:7]=[C:6]2[C:15]1[N:25](S(C2C=CC(C)=CC=2)(=O)=O)[C:18]2[N:19]=[CH:20][CH:21]=[C:22]([C:23]#[N:24])[C:17]=2[CH:16]=1.[OH-].[K+]. Product: [CH3:1][O:2][C:3]1[CH:4]=[C:5]2[C:9](=[CH:10][C:11]=1[O:12][CH3:13])[N:8]([CH3:14])[CH:7]=[C:6]2[C:15]1[NH:25][C:18]2[N:19]=[CH:20][CH:21]=[C:22]([C:23]#[N:24])[C:17]=2[CH:16]=1. The catalyst class is: 5.